This data is from Peptide-MHC class II binding affinity with 134,281 pairs from IEDB. The task is: Regression. Given a peptide amino acid sequence and an MHC pseudo amino acid sequence, predict their binding affinity value. This is MHC class II binding data. (1) The peptide sequence is EKKYFAATQFEPLAY. The MHC is HLA-DQA10401-DQB10402 with pseudo-sequence HLA-DQA10401-DQB10402. The binding affinity (normalized) is 0.365. (2) The peptide sequence is EKKYFAATQFHPLAA. The MHC is DRB1_0101 with pseudo-sequence DRB1_0101. The binding affinity (normalized) is 0.792. (3) The peptide sequence is CVDAKMTEEDKENALSL. The MHC is HLA-DQA10301-DQB10302 with pseudo-sequence HLA-DQA10301-DQB10302. The binding affinity (normalized) is 0.401. (4) The peptide sequence is GELQIVDKIDARFKI. The MHC is DRB1_0701 with pseudo-sequence DRB1_0701. The binding affinity (normalized) is 0.558. (5) The peptide sequence is GELQIVDKGDAAFKI. The MHC is DRB1_0401 with pseudo-sequence DRB1_0401. The binding affinity (normalized) is 0.552. (6) The binding affinity (normalized) is 0.165. The MHC is H-2-IAb with pseudo-sequence H-2-IAb. The peptide sequence is GKIDFLNNYALFLSP.